From a dataset of Tyrosyl-DNA phosphodiesterase HTS with 341,365 compounds. Binary Classification. Given a drug SMILES string, predict its activity (active/inactive) in a high-throughput screening assay against a specified biological target. (1) The drug is o1c2c(c(c3cc([N+]([O-])=O)ccc3)cc1=O)ccc(OC(C)C(OCC)=O)c2. The result is 0 (inactive). (2) The compound is S(=O)(=O)(N1CCC(CC1)C(=O)N1CCOCC1)c1c(OC)ccc(c1)C. The result is 0 (inactive). (3) The molecule is O(c1c(cccc1)/C=N\NC(=O)CNC(=O)c1occc1)CC(O)=O. The result is 0 (inactive). (4) The drug is Clc1c(C(=O)NCC(OCC(=O)N(CC(=O)Nc2ccc(F)cc2)C)=O)ccc(Cl)c1. The result is 0 (inactive). (5) The compound is Clc1c(S(=O)(=O)CCC(=O)Nc2ccc(CC)cc2)cc2OCC(=O)Nc2c1. The result is 0 (inactive). (6) The compound is FC(F)(F)c1cc(OCC(=O)N2CCCN(CC2)C)ccc1. The result is 0 (inactive). (7) The molecule is O(c1c(C(C)(C)C)cccc1C(C)(C)C)C(=O)C(c1ccccc1)=C. The result is 0 (inactive). (8) The drug is S(=O)(=O)(NC(CC(C)C)C(O)=O)c1ccccc1. The result is 0 (inactive). (9) The result is 1 (active). The drug is s1c(CCCCCC(O)=O)ccc1C(=O)CC. (10) The compound is Clc1ccc(C(=O)NCC(OCC(=O)Nc2ncc(Cl)cc2)=O)cc1. The result is 0 (inactive).